Dataset: Peptide-MHC class I binding affinity with 185,985 pairs from IEDB/IMGT. Task: Regression. Given a peptide amino acid sequence and an MHC pseudo amino acid sequence, predict their binding affinity value. This is MHC class I binding data. (1) The peptide sequence is SIIIPFIAY. The binding affinity (normalized) is 1.00. The MHC is HLA-A11:01 with pseudo-sequence HLA-A11:01. (2) The peptide sequence is YTKIVTNIL. The MHC is HLA-A02:01 with pseudo-sequence HLA-A02:01. The binding affinity (normalized) is 0.213. (3) The peptide sequence is QAIDGEFRLR. The MHC is HLA-A68:01 with pseudo-sequence HLA-A68:01. The binding affinity (normalized) is 0.746. (4) The peptide sequence is EFLKDAWEI. The MHC is HLA-A30:02 with pseudo-sequence HLA-A30:02. The binding affinity (normalized) is 0.415. (5) The peptide sequence is VILQNPFLL. The MHC is HLA-A68:02 with pseudo-sequence HLA-A68:02. The binding affinity (normalized) is 0.128.